This data is from Forward reaction prediction with 1.9M reactions from USPTO patents (1976-2016). The task is: Predict the product of the given reaction. (1) Given the reactants N[C:2]1[CH:7]=[C:6]([S:8][C:9]2[CH:14]=[CH:13][C:12]([NH:15][C:16](=[O:18])[CH3:17])=[CH:11][CH:10]=2)[CH:5]=[CH:4][C:3]=1[N+:19]([O-:21])=[O:20].N([O-])=O.[Na+].S(=O)(=O)(O)N.C1(C)C=CC=CC=1.[ClH:38], predict the reaction product. The product is: [C:16]([NH:15][C:12]1[CH:13]=[CH:14][C:9]([S:8][C:6]2[CH:5]=[CH:4][C:3]([N+:19]([O-:21])=[O:20])=[C:2]([Cl:38])[CH:7]=2)=[CH:10][CH:11]=1)(=[O:18])[CH3:17]. (2) Given the reactants [Si]([O:8][CH2:9][CH2:10][N:11]1[C:19]2[C:18](Cl)=[N:17][CH:16]=[N:15][C:14]=2[CH:13]=[C:12]1[C:21]([F:24])([F:23])[F:22])(C(C)(C)C)(C)C.[NH2:25][C:26]1[CH:45]=[CH:44][C:29]([O:30][C:31]2[CH:32]=[C:33]([CH:41]=[CH:42][CH:43]=2)[C:34]([NH:36][C:37]([CH3:40])([CH3:39])[CH3:38])=[O:35])=[C:28]([Cl:46])[CH:27]=1.Cl.C(OCC)(=O)C.C(=O)(O)[O-].[Na+], predict the reaction product. The product is: [C:37]([NH:36][C:34](=[O:35])[C:33]1[CH:41]=[CH:42][CH:43]=[C:31]([O:30][C:29]2[CH:44]=[CH:45][C:26]([NH:25][C:18]3[C:19]4[N:11]([CH2:10][CH2:9][OH:8])[C:12]([C:21]([F:22])([F:23])[F:24])=[CH:13][C:14]=4[N:15]=[CH:16][N:17]=3)=[CH:27][C:28]=2[Cl:46])[CH:32]=1)([CH3:40])([CH3:38])[CH3:39]. (3) Given the reactants [NH2:1][CH:2]1[CH2:7][CH2:6][CH:5]([NH:8][C:9]2[N:17]=[C:16]3[C:12]([N:13]=[CH:14][N:15]3[CH:18]3[CH2:22][CH2:21][CH2:20][CH2:19]3)=[C:11]([NH:23][CH2:24][C:25]3[CH:30]=[CH:29][C:28](Br)=[CH:27][CH:26]=3)[N:10]=2)[CH2:4][CH2:3]1.[S:32]1[CH:36]=[CH:35][CH:34]=[C:33]1B(O)O.C1(P(C2C=CC=CC=2)C2C=CC=CC=2)C=CC=CC=1.C(=O)([O-])[O-].[Na+].[Na+], predict the reaction product. The product is: [NH2:1][CH:2]1[CH2:7][CH2:6][CH:5]([NH:8][C:9]2[N:17]=[C:16]3[C:12]([N:13]=[CH:14][N:15]3[CH:18]3[CH2:22][CH2:21][CH2:20][CH2:19]3)=[C:11]([NH:23][CH2:24][C:25]3[CH:30]=[CH:29][C:28]([C:33]4[S:32][CH:36]=[CH:35][CH:34]=4)=[CH:27][CH:26]=3)[N:10]=2)[CH2:4][CH2:3]1. (4) Given the reactants C[O:2][C:3]1[CH:22]=[CH:21][C:6]2[N:7]=[C:8]([N:10]3[CH2:14][CH2:13][C@@H:12]([N:15]4[CH2:20][CH2:19][CH2:18][CH2:17][CH2:16]4)[CH2:11]3)[S:9][C:5]=2[CH:4]=1.B(Br)(Br)Br.CCCCCCC.C(=O)([O-])[O-].[Na+].[Na+], predict the reaction product. The product is: [N:15]1([C@@H:12]2[CH2:13][CH2:14][N:10]([C:8]3[S:9][C:5]4[CH:4]=[C:3]([OH:2])[CH:22]=[CH:21][C:6]=4[N:7]=3)[CH2:11]2)[CH2:20][CH2:19][CH2:18][CH2:17][CH2:16]1. (5) Given the reactants C(OC([N:8]1[CH2:13][CH2:12][N:11]([CH2:14][C:15]2[CH:20]=[CH:19][C:18]([C@@H:21]3[O:30][C:25]4=[N:26][CH:27]=[CH:28][CH:29]=[C:24]4[O:23][CH2:22]3)=[CH:17][CH:16]=2)[CH2:10][CH2:9]1)=O)(C)(C)C.Cl.O.C([O-])([O-])=O.[Na+].[Na+], predict the reaction product. The product is: [N:11]1([CH2:14][C:15]2[CH:20]=[CH:19][C:18]([C@@H:21]3[O:30][C:25]4=[N:26][CH:27]=[CH:28][CH:29]=[C:24]4[O:23][CH2:22]3)=[CH:17][CH:16]=2)[CH2:12][CH2:13][NH:8][CH2:9][CH2:10]1. (6) Given the reactants [F:1][C:2]([F:38])([C:19]1[CH:24]=[CH:23][C:22]([NH:25][C:26]2[CH:31]=[CH:30][C:29]([N+:32]([O-:34])=[O:33])=[CH:28][C:27]=2[N+:35]([O-:37])=[O:36])=[CH:21][CH:20]=1)[C:3]([F:18])([F:17])[C:4]([F:16])([F:15])[C:5]([F:14])([F:13])[C:6]([F:12])([F:11])[C:7]([F:10])([F:9])[F:8].C(=O)([O-])[O-].[K+].[K+].[CH2:45](Br)[CH:46]=[CH2:47], predict the reaction product. The product is: [CH2:47]([N:25]([C:22]1[CH:23]=[CH:24][C:19]([C:2]([F:38])([F:1])[C:3]([F:18])([F:17])[C:4]([F:15])([F:16])[C:5]([F:13])([F:14])[C:6]([F:12])([F:11])[C:7]([F:10])([F:9])[F:8])=[CH:20][CH:21]=1)[C:26]1[CH:31]=[CH:30][C:29]([N+:32]([O-:34])=[O:33])=[CH:28][C:27]=1[N+:35]([O-:37])=[O:36])[CH:46]=[CH2:45]. (7) Given the reactants Cl[C:2]1[N:7]=[C:6]([N:8]([CH2:18][CH3:19])[CH2:9][C:10]2[CH:15]=[CH:14][C:13]([O:16][CH3:17])=[CH:12][CH:11]=2)[C:5]2=[N:20][CH:21]=[C:22]([C:23]#[N:24])[N:4]2[N:3]=1.[CH2:25]([O:27][C:28](=[O:47])[NH:29][C@@H:30]1[CH2:35][CH2:34][N:33]([C:36]2[CH:41]=[C:40]([C:42]#[N:43])[CH:39]=[C:38]([NH2:44])[C:37]=2[Cl:45])[CH2:32][C@H:31]1[OH:46])[CH3:26].C([O-])([O-])=O.[Cs+].[Cs+].CC1(C)C2C(=C(P(C3C=CC=CC=3)C3C=CC=CC=3)C=CC=2)OC2C(P(C3C=CC=CC=3)C3C=CC=CC=3)=CC=CC1=2, predict the reaction product. The product is: [CH2:25]([O:27][C:28](=[O:47])[NH:29][C@@H:30]1[CH2:35][CH2:34][N:33]([C:36]2[CH:41]=[C:40]([C:42]#[N:43])[CH:39]=[C:38]([NH:44][C:2]3[N:7]=[C:6]([N:8]([CH2:18][CH3:19])[CH2:9][C:10]4[CH:15]=[CH:14][C:13]([O:16][CH3:17])=[CH:12][CH:11]=4)[C:5]4=[N:20][CH:21]=[C:22]([C:23]#[N:24])[N:4]4[N:3]=3)[C:37]=2[Cl:45])[CH2:32][C@H:31]1[OH:46])[CH3:26]. (8) Given the reactants C([O:5][C:6](=[O:32])[CH2:7][N:8]1[C:16]2[C:11](=[CH:12][CH:13]=[C:14]([O:17][CH2:18][C:19]3[N:20]([CH3:31])[N:21]=[C:22]([C:24]4[CH:29]=[CH:28][C:27]([Cl:30])=[CH:26][CH:25]=4)[CH:23]=3)[CH:15]=2)[CH:10]=[CH:9]1)(C)(C)C.[Li+].[OH-], predict the reaction product. The product is: [Cl:30][C:27]1[CH:28]=[CH:29][C:24]([C:22]2[CH:23]=[C:19]([CH2:18][O:17][C:14]3[CH:15]=[C:16]4[C:11]([CH:10]=[CH:9][N:8]4[CH2:7][C:6]([OH:32])=[O:5])=[CH:12][CH:13]=3)[N:20]([CH3:31])[N:21]=2)=[CH:25][CH:26]=1. (9) Given the reactants N.[OH:2][CH2:3][CH:4]1[CH2:9][CH2:8][N:7]([CH2:10][CH2:11][O:12][C:13]2[CH:18]=[CH:17][C:16]([OH:19])=[CH:15][CH:14]=2)[CH2:6][CH2:5]1.Cl[C:21]1[O:22][C:23]2[CH:29]=[CH:28][CH:27]=[CH:26][C:24]=2[N:25]=1.C([O-])([O-])=O.[Cs+].[Cs+], predict the reaction product. The product is: [O:22]1[C:23]2[CH:29]=[CH:28][CH:27]=[CH:26][C:24]=2[N:25]=[C:21]1[O:19][C:16]1[CH:17]=[CH:18][C:13]([O:12][CH2:11][CH2:10][N:7]2[CH2:6][CH2:5][CH:4]([CH2:3][OH:2])[CH2:9][CH2:8]2)=[CH:14][CH:15]=1.